From a dataset of NCI-60 drug combinations with 297,098 pairs across 59 cell lines. Regression. Given two drug SMILES strings and cell line genomic features, predict the synergy score measuring deviation from expected non-interaction effect. (1) Drug 1: C1CCC(C1)C(CC#N)N2C=C(C=N2)C3=C4C=CNC4=NC=N3. Drug 2: CNC(=O)C1=CC=CC=C1SC2=CC3=C(C=C2)C(=NN3)C=CC4=CC=CC=N4. Cell line: HCC-2998. Synergy scores: CSS=-1.77, Synergy_ZIP=1.08, Synergy_Bliss=-0.385, Synergy_Loewe=-9.46, Synergy_HSA=-5.12. (2) Drug 1: C1CCC(C1)C(CC#N)N2C=C(C=N2)C3=C4C=CNC4=NC=N3. Drug 2: CC1C(C(=O)NC(C(=O)N2CCCC2C(=O)N(CC(=O)N(C(C(=O)O1)C(C)C)C)C)C(C)C)NC(=O)C3=C4C(=C(C=C3)C)OC5=C(C(=O)C(=C(C5=N4)C(=O)NC6C(OC(=O)C(N(C(=O)CN(C(=O)C7CCCN7C(=O)C(NC6=O)C(C)C)C)C)C(C)C)C)N)C. Cell line: 786-0. Synergy scores: CSS=40.3, Synergy_ZIP=21.6, Synergy_Bliss=26.2, Synergy_Loewe=24.4, Synergy_HSA=26.2. (3) Drug 1: C1=NC2=C(N1)C(=S)N=C(N2)N. Drug 2: CC1CCC2CC(C(=CC=CC=CC(CC(C(=O)C(C(C(=CC(C(=O)CC(OC(=O)C3CCCCN3C(=O)C(=O)C1(O2)O)C(C)CC4CCC(C(C4)OC)OCCO)C)C)O)OC)C)C)C)OC. Cell line: ACHN. Synergy scores: CSS=53.7, Synergy_ZIP=-5.33, Synergy_Bliss=-5.66, Synergy_Loewe=0.0206, Synergy_HSA=1.10. (4) Drug 1: C1CNP(=O)(OC1)N(CCCl)CCCl. Drug 2: C(CCl)NC(=O)N(CCCl)N=O. Cell line: TK-10. Synergy scores: CSS=35.4, Synergy_ZIP=14.6, Synergy_Bliss=14.6, Synergy_Loewe=5.93, Synergy_HSA=14.4.